This data is from Full USPTO retrosynthesis dataset with 1.9M reactions from patents (1976-2016). The task is: Predict the reactants needed to synthesize the given product. (1) Given the product [Cl:1][C:2]1[C:10]2[C:5](=[CH:6][CH:7]=[C:8]([NH:11][C:12]3[N:17]=[C:16]([N:18]4[CH:22]=[C:21]([CH2:23][N:31]5[CH2:32][CH:35]([OH:37])[CH2:34]5)[C:20]([CH3:25])=[N:19]4)[CH:15]=[CH:14][N:13]=3)[CH:9]=2)[N:4]([CH3:26])[C:3]=1[CH3:27], predict the reactants needed to synthesize it. The reactants are: [Cl:1][C:2]1[C:10]2[C:5](=[CH:6][CH:7]=[C:8]([NH:11][C:12]3[N:17]=[C:16]([N:18]4[CH:22]=[C:21]([CH:23]=O)[C:20]([CH3:25])=[N:19]4)[CH:15]=[CH:14][N:13]=3)[CH:9]=2)[N:4]([CH3:26])[C:3]=1[CH3:27].Cl.C([N:31]([CH2:34][CH3:35])[CH2:32]C)C.[BH-](OC(C)=O)(OC(C)=O)[O:37]C(C)=O.[Na+]. (2) Given the product [C:5]([NH:8][C@@H:9]1[C@@H:14]([N:1]=[N+:2]=[N-:3])[CH2:13][C:12]([C:26]([O:28][CH2:29][CH3:30])=[O:27])=[CH:11][C@H:10]1[O:31][CH:32]([CH2:35][CH3:36])[CH2:33][CH3:34])(=[O:7])[CH3:6], predict the reactants needed to synthesize it. The reactants are: [N-:1]=[N+:2]=[N-:3].[Na+].[C:5]([NH:8][C@H:9]1[C@H:14](OS(C2C=CC(C)=CC=2)(=O)=O)[CH2:13][C:12]([C:26]([O:28][CH2:29][CH3:30])=[O:27])=[CH:11][C@H:10]1[O:31][CH:32]([CH2:35][CH3:36])[CH2:33][CH3:34])(=[O:7])[CH3:6]. (3) Given the product [Cl:1][C:2]1[CH:7]=[C:6]([NH:8][C:9]2[C:18]3[C:13](=[CH:14][CH:15]=[CH:16][C:17]=3[O:44][CH2:45][CH2:46][NH:47][CH3:48])[N:12]=[CH:11][N:10]=2)[CH:5]=[CH:4][C:3]=1[OH:20], predict the reactants needed to synthesize it. The reactants are: [Cl:1][C:2]1[CH:7]=[C:6]([NH:8][C:9]2[C:18]3[C:13](=[CH:14][CH:15]=[CH:16][C:17]=3F)[N:12]=[CH:11][N:10]=2)[CH:5]=[CH:4][C:3]=1[OH:20].CNC(O)C.CC1C=C(NC2C3C(=CC=CC=3[O:44][CH2:45][CH2:46][NH:47][CH3:48])N=CN=2)C=CC=1O. (4) Given the product [CH3:12][O:13][C:14](=[O:22])[C:15]1[CH:20]=[CH:19][CH:18]=[N:17][C:16]=1[NH:21][C:9](=[O:11])[CH2:8][C:3]1[CH:4]=[CH:5][CH:6]=[CH:7][N:2]=1, predict the reactants needed to synthesize it. The reactants are: Cl.[N:2]1[CH:7]=[CH:6][CH:5]=[CH:4][C:3]=1[CH2:8][C:9]([OH:11])=O.[CH3:12][O:13][C:14](=[O:22])[C:15]1[CH:20]=[CH:19][CH:18]=[N:17][C:16]=1[NH2:21].C(N(C(C)C)CC)(C)C.Cl.CN(C)CCCN=C=NCC.